This data is from Reaction yield outcomes from USPTO patents with 853,638 reactions. The task is: Predict the reaction yield, written as a fraction of the theoretical maximum amount of product (1.0 means a 100% yield; for example, 0.34 means a 34% yield). (1) The product is [CH3:1][O:2][C:3](=[O:4])[C:5]1[CH:13]=[C:12]([I:14])[CH:11]=[C:7]([C:8]#[N:10])[CH:6]=1. The catalyst is S(Cl)(Cl)=O. The reactants are [CH3:1][O:2][C:3]([C:5]1[CH:6]=[C:7]([CH:11]=[C:12]([I:14])[CH:13]=1)[C:8]([NH2:10])=O)=[O:4]. The yield is 0.290. (2) The reactants are [CH:1](=O)[C:2]1[C:3](=[CH:5][CH:6]=[CH:7][CH:8]=1)[OH:4].[CH2:10]([NH2:13])[CH2:11][NH2:12]. The catalyst is C(O)C. The product is [CH:1](=[N:12][CH2:11][CH2:10][N:13]=[CH:1][C:2]1[C:3](=[CH:5][CH:6]=[CH:7][CH:8]=1)[OH:4])[C:2]1[C:3](=[CH:5][CH:6]=[CH:7][CH:8]=1)[OH:4]. The yield is 0.980. (3) The reactants are [NH2:1][C:2]1[CH:16]=[CH:15][C:5]([CH2:6][NH:7][C:8](=[O:14])[O:9][C:10]([CH3:13])([CH3:12])[CH3:11])=[CH:4][CH:3]=1.F[C:18]1[CH:23]=[CH:22][CH:21]=[CH:20][C:19]=1[N+:24]([O-:26])=[O:25].C(=O)([O-])[O-].[K+].[K+]. The catalyst is C(OCC)(=O)C. The product is [N+:24]([C:19]1[CH:20]=[CH:21][CH:22]=[CH:23][C:18]=1[NH:1][C:2]1[CH:16]=[CH:15][C:5]([CH2:6][NH:7][C:8](=[O:14])[O:9][C:10]([CH3:12])([CH3:13])[CH3:11])=[CH:4][CH:3]=1)([O-:26])=[O:25]. The yield is 0.260. (4) The reactants are [CH2:1]([N:8]1[C:20]2[CH:19]=[C:18]3[C:13]([CH:14]=[CH:15][N:16]=[C:17]3[N:21]3[CH2:26][CH2:25][NH:24][CH2:23][CH2:22]3)=[CH:12][C:11]=2[CH2:10][CH2:9]1)[C:2]1[CH:7]=[CH:6][CH:5]=[CH:4][CH:3]=1.[F:27][C:28]([F:39])([F:38])[C:29](OC1C=CC=CN=1)=[O:30]. The product is [CH2:1]([N:8]1[C:20]2[CH:19]=[C:18]3[C:13]([CH:14]=[CH:15][N:16]=[C:17]3[N:21]3[CH2:22][CH2:23][N:24]([C:29](=[O:30])[C:28]([F:39])([F:38])[F:27])[CH2:25][CH2:26]3)=[CH:12][C:11]=2[CH2:10][CH2:9]1)[C:2]1[CH:7]=[CH:6][CH:5]=[CH:4][CH:3]=1. The yield is 0.630. The catalyst is C1COCC1. (5) The reactants are [CH3:1][C:2]1[C:6]([C:7]2[CH:8]=[C:9]3[C:14](=[C:15]4[CH:19]=[CH:18][O:17][C:16]=24)[NH:13][C:12]([CH3:21])([CH3:20])[C:11](=[O:22])[C:10]3([CH3:24])[CH3:23])=[C:5]([CH3:25])[O:4][N:3]=1.[BrH:26].[NH+]1C=CC=CC=1.[OH-].[Na+]. The catalyst is C1COCC1. The product is [Br:26][C:18]1[O:17][C:16]2=[C:7]([C:6]3[C:2]([CH3:1])=[N:3][O:4][C:5]=3[CH3:25])[CH:8]=[C:9]3[C:14]([NH:13][C:12]([CH3:20])([CH3:21])[C:11](=[O:22])[C:10]3([CH3:24])[CH3:23])=[C:15]2[CH:19]=1. The yield is 0.440. (6) The reactants are [OH-].[Na+].[CH3:3][O:4][C:5]1[CH:14]=[C:13]([C:15]2[CH:20]=[CH:19][CH:18]=[CH:17][CH:16]=2)[CH:12]=[CH:11][C:6]=1[C:7]([O:9]C)=[O:8]. The catalyst is CO. The product is [CH3:3][O:4][C:5]1[CH:14]=[C:13]([C:15]2[CH:20]=[CH:19][CH:18]=[CH:17][CH:16]=2)[CH:12]=[CH:11][C:6]=1[C:7]([OH:9])=[O:8]. The yield is 0.960. (7) The catalyst is CO.[Pd]. The product is [OH:1][C:2]1[C:11]2[C:6](=[N:7][CH:8]=[CH:9][CH:10]=2)[N:5]([CH2:12][CH2:13][CH:14]([CH3:16])[CH3:15])[C:4](=[O:17])[C:3]=1[C:18]1[NH:23][C:22]2[CH:24]=[CH:25][C:26]([NH:28][S:29]([NH2:30])(=[O:42])=[O:41])=[CH:27][C:21]=2[S:20](=[O:43])(=[O:44])[N:19]=1. The yield is 0.780. The reactants are [OH:1][C:2]1[C:11]2[C:6](=[N:7][CH:8]=[CH:9][CH:10]=2)[N:5]([CH2:12][CH2:13][CH:14]([CH3:16])[CH3:15])[C:4](=[O:17])[C:3]=1[C:18]1[NH:23][C:22]2[CH:24]=[CH:25][C:26]([NH:28][S:29](=[O:42])(=[O:41])[NH:30]C(OCC3C=CC=CC=3)=O)=[CH:27][C:21]=2[S:20](=[O:44])(=[O:43])[N:19]=1.